Dataset: Forward reaction prediction with 1.9M reactions from USPTO patents (1976-2016). Task: Predict the product of the given reaction. (1) Given the reactants COC1C=CC(C[N:8]2[CH:12]=[C:11]([C:13]3[N:14]=[C:15]([NH:18][C:19]4[N:24]=[C:23]([CH3:25])[CH:22]=[CH:21][N:20]=4)[S:16][CH:17]=3)[C:10]([C:26]3[CH:31]=[CH:30][CH:29]=[CH:28][CH:27]=3)=[N:9]2)=CC=1.O, predict the reaction product. The product is: [CH3:25][C:23]1[CH:22]=[CH:21][N:20]=[C:19]([NH:18][C:15]2[S:16][CH:17]=[C:13]([C:11]3[C:10]([C:26]4[CH:27]=[CH:28][CH:29]=[CH:30][CH:31]=4)=[N:9][NH:8][CH:12]=3)[N:14]=2)[N:24]=1. (2) Given the reactants [Br:1][C:2]1[CH:11]=[CH:10][CH:9]=[C:8]([CH3:12])[C:3]=1[C:4]([O:6][CH3:7])=[O:5].[Br:13]N1C(=O)CCC1=O, predict the reaction product. The product is: [Br:1][C:2]1[CH:11]=[CH:10][CH:9]=[C:8]([CH2:12][Br:13])[C:3]=1[C:4]([O:6][CH3:7])=[O:5]. (3) Given the reactants Br[C:2]1[CH:21]=[N:20][C:5]2[NH:6][CH2:7][CH2:8][N:9]([CH2:10][C:11]3[C:16]([F:17])=[CH:15][CH:14]=[C:13]([F:18])[C:12]=3[Cl:19])[C:4]=2[C:3]=1[CH3:22].[O:23]1[CH2:28][CH2:27][N:26]([CH2:29][CH2:30][NH:31][C:32]2[CH:37]=[CH:36][C:35](B3OC(C)(C)C(C)(C)O3)=[CH:34][N:33]=2)[CH2:25][CH2:24]1, predict the reaction product. The product is: [Cl:19][C:12]1[C:13]([F:18])=[CH:14][CH:15]=[C:16]([F:17])[C:11]=1[CH2:10][N:9]1[CH2:8][CH2:7][NH:6][C:5]2[N:20]=[CH:21][C:2]([C:35]3[CH:36]=[CH:37][C:32]([NH:31][CH2:30][CH2:29][N:26]4[CH2:27][CH2:28][O:23][CH2:24][CH2:25]4)=[N:33][CH:34]=3)=[C:3]([CH3:22])[C:4]1=2. (4) Given the reactants CC([O:5]O)(C)C.[C:7]1(=[CH:13][CH2:14][OH:15])[CH2:12][CH2:11][CH2:10][CH2:9][CH2:8]1, predict the reaction product. The product is: [O:5]1[C:7]2([CH2:12][CH2:11][CH2:10][CH2:9][CH2:8]2)[C@@H:13]1[CH2:14][OH:15]. (5) Given the reactants B(Br)(Br)Br.[CH2:5]([N:12]([CH2:25][C:26]1[CH:31]=[CH:30][C:29]([C:32]2[CH:37]=[CH:36][C:35]([O:38]C)=[C:34]([Br:40])[CH:33]=2)=[CH:28][CH:27]=1)[C:13]([C:15]1[C:23]2[C:18](=[CH:19][CH:20]=[CH:21][CH:22]=2)[N:17]([CH3:24])[CH:16]=1)=[O:14])[C:6]1[CH:11]=[CH:10][CH:9]=[CH:8][CH:7]=1.C(=O)=O.CC(C)=O.O, predict the reaction product. The product is: [CH2:5]([N:12]([CH2:25][C:26]1[CH:31]=[CH:30][C:29]([C:32]2[CH:37]=[CH:36][C:35]([OH:38])=[C:34]([Br:40])[CH:33]=2)=[CH:28][CH:27]=1)[C:13]([C:15]1[C:23]2[C:18](=[CH:19][CH:20]=[CH:21][CH:22]=2)[N:17]([CH3:24])[CH:16]=1)=[O:14])[C:6]1[CH:7]=[CH:8][CH:9]=[CH:10][CH:11]=1. (6) Given the reactants [CH3:1][N:2]1[C:6]([C:7]2[CH:21]=[C:20]([N+:22]([O-])=O)[CH:19]=[CH:18][C:8]=2[O:9][CH2:10][CH2:11][N:12]2[CH2:17][CH2:16][O:15][CH2:14][CH2:13]2)=[CH:5][CH:4]=[N:3]1.O.C1COCC1, predict the reaction product. The product is: [CH3:1][N:2]1[C:6]([C:7]2[CH:21]=[C:20]([NH2:22])[CH:19]=[CH:18][C:8]=2[O:9][CH2:10][CH2:11][N:12]2[CH2:17][CH2:16][O:15][CH2:14][CH2:13]2)=[CH:5][CH:4]=[N:3]1. (7) Given the reactants [CH:1]([C:4]1[CH:9]=[CH:8][C:7]([C:10]2[O:14][C:13](=[O:15])[NH:12][N:11]=2)=[CH:6][CH:5]=1)([CH3:3])[CH3:2].[OH-:16].[Na+], predict the reaction product. The product is: [CH:1]([C:4]1[CH:9]=[CH:8][C:7]([C:10]2[O:14][C:13](=[O:15])[N:12]([CH2:1][C:4]3[CH:9]=[CH:8][C:7]([C:10]([O:14][CH3:13])=[O:16])=[CH:6][CH:5]=3)[N:11]=2)=[CH:6][CH:5]=1)([CH3:3])[CH3:2].